Dataset: Peptide-MHC class I binding affinity with 185,985 pairs from IEDB/IMGT. Task: Regression. Given a peptide amino acid sequence and an MHC pseudo amino acid sequence, predict their binding affinity value. This is MHC class I binding data. (1) The peptide sequence is RECGARVIL. The MHC is HLA-B08:03 with pseudo-sequence HLA-B08:03. The binding affinity (normalized) is 0.0847. (2) The peptide sequence is TGFMRFFQL. The MHC is HLA-B08:01 with pseudo-sequence HLA-B08:01. The binding affinity (normalized) is 1.00. (3) The peptide sequence is MLHNPTSETM. The MHC is HLA-A02:06 with pseudo-sequence HLA-A02:06. The binding affinity (normalized) is 0.285.